Dataset: Retrosynthesis with 50K atom-mapped reactions and 10 reaction types from USPTO. Task: Predict the reactants needed to synthesize the given product. Given the product COc1ccc2c(Oc3ccc(NC(C)=O)cc3)nc(Nc3cc[nH]n3)cc2c1, predict the reactants needed to synthesize it. The reactants are: CC(=O)Nc1ccc(O)cc1.COc1ccc2c(Cl)nc(Nc3cc[nH]n3)cc2c1.